The task is: Predict the reaction yield, written as a fraction of the theoretical maximum amount of product (1.0 means a 100% yield; for example, 0.34 means a 34% yield).. This data is from Reaction yield outcomes from USPTO patents with 853,638 reactions. (1) The reactants are CO[CH:3]1[CH2:7][CH2:6][CH:5](OC)O1.[NH2:10][C:11]1[CH:12]=[C:13]([C:21]([O:23][CH3:24])=[O:22])[CH:14]=[C:15]([CH:20]=1)[C:16]([O:18][CH3:19])=[O:17]. The catalyst is C(O)(=O)C. The product is [N:10]1([C:11]2[CH:20]=[C:15]([C:16]([O:18][CH3:19])=[O:17])[CH:14]=[C:13]([CH:12]=2)[C:21]([O:23][CH3:24])=[O:22])[CH:3]=[CH:7][CH:6]=[CH:5]1. The yield is 0.230. (2) The reactants are [Cl:1][C:2]1[CH:32]=[CH:31][C:5]([CH2:6][C:7]2[CH:8]=[C:9]([C:25]3[CH:30]=[CH:29][N:28]=[CH:27][CH:26]=3)[S:10][C:11]=2[C:12]2[N:16]=[CH:15][N:14](COCC[Si](C)(C)C)[N:13]=2)=[CH:4][CH:3]=1.C(Cl)Cl.FC(F)(F)C(O)=O. No catalyst specified. The product is [Cl:1][C:2]1[CH:32]=[CH:31][C:5]([CH2:6][C:7]2[CH:8]=[C:9]([C:25]3[CH:30]=[CH:29][N:28]=[CH:27][CH:26]=3)[S:10][C:11]=2[C:12]2[NH:16][CH:15]=[N:14][N:13]=2)=[CH:4][CH:3]=1. The yield is 0.970.